This data is from Experimentally validated miRNA-target interactions with 360,000+ pairs, plus equal number of negative samples. The task is: Binary Classification. Given a miRNA mature sequence and a target amino acid sequence, predict their likelihood of interaction. (1) The miRNA is hsa-miR-6751-5p with sequence UUGGGGGUGAGGUUGGUGUCUGG. The protein sequence of the target gene is MKPKLMYQELKVPAEEPANELPMNEIEAWKAAEKKARWVLLVLILAVVGFGALMTQLFLWEYGDLHLFGPNQRPAPCYDPCEAVLVESIPEGLDFPNASTGNPSTSQAWLGLLAGAHSSLDIASFYWTLTNNDTHTQEPSAQQGEEVLRQLQTLAPKGVNVRIAVSKPSGPQPQADLQALLQSGAQVRMVDMQKLTHGVLHTKFWVVDQTHFYLGSANMDWRSLTQVKELGVVMYNCSCLARDLTKIFEAYWFLGQAGSSIPSTWPRFYDTRYNQETPMEICLNGTPALAYLASAPPPLC.... Result: 1 (interaction). (2) The miRNA is hsa-miR-6893-5p with sequence CAGGCAGGUGUAGGGUGGAGC. The protein sequence of the target gene is MGSDVRDLNALLPAVPSLGGGGGCALPVSGAAQWAPVLDFAPPGASAYGSLGGPAPPPAPPPPPPPPPHSFIKQEPSWGGAEPHEEQCLSAFTVHFSGQFTGTAGACRYGPFGPPPPSQASSGQARMFPNAPYLPSCLESQPAIRNQGYSTVTFDGTPSYGHTPSHHAAQFPNHSFKHEDPMGQQGSLGEQQYSVPPPVYGCHTPTDSCTGSQALLLRTPYSSDNLYQMTSQLECMTWNQMNLGATLKGVAAGSSSSVKWTEGQSNHSTGYESDNHTTPILCGAQYRIHTHGVFRGIQDV.... Result: 1 (interaction). (3) The miRNA is hsa-miR-4695-5p with sequence CAGGAGGCAGUGGGCGAGCAGG. The protein sequence of the target gene is MLPRGLKMAPRGKRLSSTPLEILFFLNGWYNATYFLLELFIFLYKGVLLPYPTANLVLDVVMLLLYLGIEVIRLFFGTKGNLCQRKMPLSISVALTFPSAMMASYYLLLQTYVLRLEAIMNGILLFFCGSELLLEVLTLAAFSRI. Result: 1 (interaction). (4) The miRNA is mmu-miR-881-3p with sequence AACUGUGUCUUUUCUGAAUAGA. The protein sequence of the target gene is MPGAAGVLLLLLLSGGLGGVQAQRPQQQRQSQAHQQRGLFPAVLNLASNALITTNATCGEKGPEMYCKLVEHVPGQPVRNPQCRICNQNSSNPNQRHPITNAIDGKNTWWQSPSIKNGIEYHYVTITLDLQQVFQIAYVIVKAANSPRPGNWILERSLDDVEYKPWQYHAVTDTECLTLYNIYPRTGPPSYAKDDEVICTSFYSKIHPLENGEIHISLINGRPSADDPSPELLEFTSARYIRLRFQRIRTLNADLMMFAHKDPREIDPIVTRRYYYSVKDISVGGMCICYGHARACPLDP.... Result: 0 (no interaction). (5) The miRNA is hsa-miR-4430 with sequence AGGCUGGAGUGAGCGGAG. The protein sequence of the target gene is MYRQLVNILTALFAFFLGTNHFREAFCKDHDSRSGKHPSQTLSPSDFLDKLMGRTSGYDARIRPNFKGPPVNVTCNIFINSFGSVTETTMDYRVNIFLRQQWNDSRLAYSEYPDDSLDLDPSMLDSIWKPDLFFANEKGANFHDVTTDNKLLRISKNGKVLYSIRLTLTLSCPMDLKNFPMDVQTCTMQLESFGYTMNDLIFEWLSDGPVQVAEGLTLPQFILKEEKELGYCTKHYNTGKFTCIEVKFHLERQMGYYLIQMYIPSLLIVILSWVSFWINMDAAPARVALGITTVLTMTTQ.... Result: 0 (no interaction). (6) The miRNA is mmu-miR-1251-5p with sequence ACUCUAGCUGCCAAAGGCGCU. The protein sequence of the target gene is MRRPRRPGGLGGSGGLRLLLCLLLLSSRPGGCSAVSAHGCLFDRRLCSHLEVCIQDGLFGQCQVGVGQARPLLQVTSPVLQRLQGVLRQLMSQGLSWHDDLTQYVISQEMERIPRLRPPEPRPRDRSGLAPKRPGPAGELLLQDIPTGSAPAAQHRLPQPPVGKGGAGASSSLSPLQAELLPPLLEHLLLPPQPPHPSLSYEPALLQPYLFHQFGSRDGSRVSEGSPGMVSVGPLPKAEAPALFSRTASKGIFGDHPGHSYGDLPGPSPAQLFQDSGLLYLAQELPAPSRARVPRLPEQG.... Result: 0 (no interaction). (7) The miRNA is hsa-miR-15a-5p with sequence UAGCAGCACAUAAUGGUUUGUG. The protein sequence of the target gene is MVASRAIGSLSRFSAFRILRSRGCICRSFTTSSALLTRTHINYGVKGDVAVIRINSPNSKVNTLNKEVQSEFIEVMNEIWANDQIRSAVLISSKPGCFVAGADINMLSSCTTPQEATRISQEGQRMFEKLEKSPKPVVAAISGSCLGGGLELAIACQYRIATKDRKTVLGVPEVLLGILPGAGGTQRLPKMVGVPAAFDMMLTGRNIRADRAKKMGLVDQLVEPLGPGIKSPEERTIEYLEEVAVNFAKGLADRKVSAKQSKGLVEKLTTYAMTVPFVRQQVYKTVEEKVKKQTKGLYPA.... Result: 0 (no interaction).